From a dataset of Full USPTO retrosynthesis dataset with 1.9M reactions from patents (1976-2016). Predict the reactants needed to synthesize the given product. (1) Given the product [CH3:1][C@@H:2]1[N:8]([CH3:21])[CH2:7][C:6]2[CH:9]=[CH:10][C:11]([C:13]([O:15][CH3:16])=[O:14])=[CH:12][C:5]=2[O:4][CH2:3]1, predict the reactants needed to synthesize it. The reactants are: [CH3:1][C@@H:2]1[NH:8][CH2:7][C:6]2[CH:9]=[CH:10][C:11]([C:13]([O:15][CH3:16])=[O:14])=[CH:12][C:5]=2[O:4][CH2:3]1.C=O.[BH-](OC(C)=O)(OC(C)=O)O[C:21](C)=O.[Na+].CCOC(C)=O. (2) Given the product [O:20]=[C:19]1[C:11]2[NH:12][C:13]3[CH:14]=[CH:15][CH:16]=[CH:17][C:18]=3[C:10]=2[N:9]=[C:8]([S:21][CH2:26][C:27]([O:29][C:30]([CH3:33])([CH3:32])[CH3:31])=[O:28])[N:7]1[C:1]1[CH:2]=[CH:3][CH:4]=[CH:5][CH:6]=1, predict the reactants needed to synthesize it. The reactants are: [C:1]1([N:7]2[C:19](=[O:20])[C:11]3[NH:12][C:13]4[CH:14]=[CH:15][CH:16]=[CH:17][C:18]=4[C:10]=3[NH:9][C:8]2=[S:21])[CH:6]=[CH:5][CH:4]=[CH:3][CH:2]=1.[OH-].[K+].O.Cl[CH2:26][C:27]([O:29][C:30]([CH3:33])([CH3:32])[CH3:31])=[O:28]. (3) Given the product [Br:25][C:8]1[CH:9]=[C:4]([N+:1]([O-:3])=[O:2])[CH:5]=[C:6]([N+:10]([O-:12])=[O:11])[CH:7]=1, predict the reactants needed to synthesize it. The reactants are: [N+:1]([C:4]1[CH:9]=[CH:8][CH:7]=[C:6]([N+:10]([O-:12])=[O:11])[CH:5]=1)([O-:3])=[O:2].S(=O)(=O)(O)O.C1C(=O)N([Br:25])C(=O)C1. (4) The reactants are: [CH2:1]([C:3]1[CH:4]=[CH:5][C:6]([NH2:9])=[N:7][CH:8]=1)[CH3:2].[H-].[Na+].Br[C:13]1[C:14]2[N:15]([CH:20]=[CH:21][N:22]=2)[N:16]=[C:17]([Cl:19])[CH:18]=1.[NH4+].[Cl-]. Given the product [Cl:19][C:17]1[CH:18]=[C:13]([NH:9][C:6]2[CH:5]=[CH:4][C:3]([CH2:1][CH3:2])=[CH:8][N:7]=2)[C:14]2[N:15]([CH:20]=[CH:21][N:22]=2)[N:16]=1, predict the reactants needed to synthesize it. (5) Given the product [CH3:14][O:13][C:12]1[C:4]([CH:1]=[CH:2][CH3:3])=[C:5]2[C:9](=[C:10]([CH3:15])[CH:11]=1)[N:8]([C:16]([O:18][C:19]([CH3:20])([CH3:21])[CH3:22])=[O:17])[CH:7]=[CH:6]2, predict the reactants needed to synthesize it. The reactants are: [CH2:1]([C:4]1[C:12]([O:13][CH3:14])=[CH:11][C:10]([CH3:15])=[C:9]2[C:5]=1[CH:6]=[CH:7][N:8]2[C:16]([O:18][C:19]([CH3:22])([CH3:21])[CH3:20])=[O:17])[CH:2]=[CH2:3].